From a dataset of Full USPTO retrosynthesis dataset with 1.9M reactions from patents (1976-2016). Predict the reactants needed to synthesize the given product. (1) Given the product [C:1]([O:5][C:6]([CH:8]1[CH2:12][CH2:11][CH:10]([O:13][S:15]([CH3:14])(=[O:17])=[O:16])[CH2:9]1)=[O:7])([CH3:4])([CH3:2])[CH3:3], predict the reactants needed to synthesize it. The reactants are: [C:1]([O:5][C:6]([CH:8]1[CH2:12][CH2:11][CH:10]([OH:13])[CH2:9]1)=[O:7])([CH3:4])([CH3:3])[CH3:2].[CH3:14][S:15](Cl)(=[O:17])=[O:16].C(N(CC)CC)C. (2) Given the product [C:11]([O:15][C:16]([N:18]1[CH2:22][CH2:21][CH2:20][C@H:19]1[CH2:23][NH:24][C:25]1[C:26]([O:32][C:33]2[CH:34]=[CH:35][C:36]([O:39][CH3:40])=[CH:37][CH:38]=2)=[N:27][C:28]([CH:10]=[CH:9][C:6]2[CH:7]=[CH:8][C:3]([O:2][CH3:1])=[CH:4][CH:5]=2)=[N:29][CH:30]=1)=[O:17])([CH3:14])([CH3:13])[CH3:12], predict the reactants needed to synthesize it. The reactants are: [CH3:1][O:2][C:3]1[CH:8]=[CH:7][C:6]([CH:9]=[CH2:10])=[CH:5][CH:4]=1.[C:11]([O:15][C:16]([N:18]1[CH2:22][CH2:21][CH2:20][C@H:19]1[CH2:23][NH:24][C:25]1[C:26]([O:32][C:33]2[CH:38]=[CH:37][C:36]([O:39][CH3:40])=[CH:35][CH:34]=2)=[N:27][C:28](Cl)=[N:29][CH:30]=1)=[O:17])([CH3:14])([CH3:13])[CH3:12].C([O-])(O)=O.[Na+].C1C=CC(P(C2C=CC=CC=2)C2C=CC=CC=2)=CC=1. (3) The reactants are: [F:1][C:2]([F:15])([F:14])I1C2C=CC=CC=2C(C)(C)O1.C[Si]([Si](Cl)([Si](C)(C)C)[Si](C)(C)C)(C)C.[NH2:30][C:31]1[N:32]=[CH:33][C:34]2[C:39]([CH:40]=1)=[CH:38][CH:37]=[CH:36][CH:35]=2. Given the product [F:1][C:2]([F:15])([F:14])[C:40]1[C:39]2[C:34](=[CH:35][CH:36]=[CH:37][CH:38]=2)[CH:33]=[N:32][C:31]=1[NH2:30], predict the reactants needed to synthesize it. (4) Given the product [Br:1][C:2]1[CH:18]=[CH:17][C:5]2[CH:6]([O:16][CH3:19])[C:7]3[CH:14]=[C:13]([OH:15])[CH:12]=[CH:11][C:8]=3[O:9][CH2:10][C:4]=2[CH:3]=1, predict the reactants needed to synthesize it. The reactants are: [Br:1][C:2]1[CH:18]=[CH:17][C:5]2[CH:6]([OH:16])[C:7]3[CH:14]=[C:13]([OH:15])[CH:12]=[CH:11][C:8]=3[O:9][CH2:10][C:4]=2[CH:3]=1.[CH3:19]C1C=CC(S(O)(=O)=O)=CC=1.O. (5) Given the product [C:7]([CH2:6][O:5][C:4]1[CH:10]=[C:11]([O:19][CH3:20])[C:12]([C:14]2[S:15][CH:16]=[CH:17][CH:18]=2)=[CH:13][C:3]=1/[CH:1]=[CH:22]/[C:21]([C:24]1[CH:32]=[CH:31][C:27]([C:28]([OH:30])=[O:29])=[CH:26][CH:25]=1)=[O:23])(=[O:8])[NH2:9], predict the reactants needed to synthesize it. The reactants are: [CH:1]([C:3]1[CH:13]=[C:12]([C:14]2[S:15][CH:16]=[CH:17][CH:18]=2)[C:11]([O:19][CH3:20])=[CH:10][C:4]=1[O:5][CH2:6][C:7]([NH2:9])=[O:8])=O.[C:21]([C:24]1[CH:32]=[CH:31][C:27]([C:28]([OH:30])=[O:29])=[CH:26][CH:25]=1)(=[O:23])[CH3:22].